Binary Classification. Given a T-cell receptor sequence (or CDR3 region) and an epitope sequence, predict whether binding occurs between them. From a dataset of TCR-epitope binding with 47,182 pairs between 192 epitopes and 23,139 TCRs. (1) The epitope is YVLDHLIVV. The TCR CDR3 sequence is CASSQGTFLTDTQYF. Result: 0 (the TCR does not bind to the epitope). (2) The epitope is NLVPMVATV. The TCR CDR3 sequence is CASSAGTVNEQFF. Result: 0 (the TCR does not bind to the epitope).